From a dataset of Catalyst prediction with 721,799 reactions and 888 catalyst types from USPTO. Predict which catalyst facilitates the given reaction. (1) Product: [CH2:1]([N:8]([CH:9]1[CH2:15][C:14]2[CH:16]=[C:17]([O:20][CH2:21][C:22]([NH:24][CH2:25][CH2:26][CH2:27][CH3:28])=[O:23])[CH:18]=[CH:19][C:13]=2[CH2:12][CH2:11][CH2:10]1)[CH2:41][C@H:40]([OH:42])[CH2:39][O:38][C:34]1[CH:33]=[C:32]2[C:37](=[CH:36][CH:35]=1)[NH:29][CH:30]=[CH:31]2)[C:2]1[CH:3]=[CH:4][CH:5]=[CH:6][CH:7]=1. Reactant: [CH2:1]([NH:8][CH:9]1[CH2:15][C:14]2[CH:16]=[C:17]([O:20][CH2:21][C:22]([NH:24][CH2:25][CH2:26][CH2:27][CH3:28])=[O:23])[CH:18]=[CH:19][C:13]=2[CH2:12][CH2:11][CH2:10]1)[C:2]1[CH:7]=[CH:6][CH:5]=[CH:4][CH:3]=1.[NH:29]1[C:37]2[C:32](=[CH:33][C:34]([O:38][CH2:39][C@H:40]3[O:42][CH2:41]3)=[CH:35][CH:36]=2)[CH:31]=[CH:30]1.FC(F)(F)S([O-])(=O)=O.[Yb+3].FC(F)(F)S([O-])(=O)=O.FC(F)(F)S([O-])(=O)=O.C(=O)(O)[O-].[Na+]. The catalyst class is: 4. (2) Reactant: [C:1]([C:5]1[S:9]/[C:8](=[N:10]\[C:11](=[O:21])[C:12]2[CH:17]=[C:16]([Cl:18])[CH:15]=[CH:14][C:13]=2[O:19][CH3:20])/[N:7]([CH2:22][C@@H:23]2[CH2:26][CH2:25][N:24]2C(OC(C)(C)C)=O)[CH:6]=1)([CH3:4])([CH3:3])[CH3:2].FC(F)(F)C(O)=O.CO. Product: [NH:24]1[CH2:25][CH2:26][C@@H:23]1[CH2:22][N:7]1[CH:6]=[C:5]([C:1]([CH3:4])([CH3:3])[CH3:2])[S:9]/[C:8]/1=[N:10]\[C:11](=[O:21])[C:12]1[CH:17]=[C:16]([Cl:18])[CH:15]=[CH:14][C:13]=1[O:19][CH3:20]. The catalyst class is: 2. (3) Reactant: [Br:1][C:2]1[CH:15]=[CH:14][C:13]([Cl:16])=[CH:12][C:3]=1[CH:4]=[N:5][S:6]([C:8]([CH3:11])([CH3:10])[CH3:9])=[O:7].[CH3:17][Mg+].[Br-].[Cl-].[NH4+]. Product: [Br:1][C:2]1[CH:15]=[CH:14][C:13]([Cl:16])=[CH:12][C:3]=1[C@H:4]([NH:5][S@:6]([C:8]([CH3:11])([CH3:10])[CH3:9])=[O:7])[CH3:17]. The catalyst class is: 2.